Task: Predict the product of the given reaction.. Dataset: Forward reaction prediction with 1.9M reactions from USPTO patents (1976-2016) (1) Given the reactants [CH2:1]([O:8][C:9]1[CH:14]=[C:13]([CH2:15][C:16]2[CH:21]=[CH:20][CH:19]=[C:18]([O:22][CH2:23][C:24]3[CH:29]=[CH:28][CH:27]=[CH:26][CH:25]=3)[N:17]=2)[CH:12]=[CH:11][C:10]=1[N:30]1[S:34](=[O:36])(=[O:35])[N:33](CC[Si](C)(C)C)[C:32](=[O:43])[CH2:31]1)[C:2]1[CH:7]=[CH:6][CH:5]=[CH:4][CH:3]=1.[F-].[Cs+], predict the reaction product. The product is: [CH2:1]([O:8][C:9]1[CH:14]=[C:13]([CH2:15][C:16]2[CH:21]=[CH:20][CH:19]=[C:18]([O:22][CH2:23][C:24]3[CH:29]=[CH:28][CH:27]=[CH:26][CH:25]=3)[N:17]=2)[CH:12]=[CH:11][C:10]=1[N:30]1[S:34](=[O:35])(=[O:36])[NH:33][C:32](=[O:43])[CH2:31]1)[C:2]1[CH:3]=[CH:4][CH:5]=[CH:6][CH:7]=1. (2) Given the reactants [OH:1][C:2]1[CH:11]=[CH:10][C:5]([C:6]([O:8][CH3:9])=[O:7])=[CH:4][C:3]=1[CH2:12][CH:13]([CH3:15])[CH3:14].C(Cl)Cl.C1(N([S:26]([C:29]([F:32])([F:31])[F:30])(=[O:28])=[O:27])[S:26]([C:29]([F:32])([F:31])[F:30])(=[O:28])=[O:27])C=CC=CC=1, predict the reaction product. The product is: [CH3:14][CH:13]([CH3:15])[CH2:12][C:3]1[CH:4]=[C:5]([CH:10]=[CH:11][C:2]=1[O:1][S:26]([C:29]([F:32])([F:31])[F:30])(=[O:28])=[O:27])[C:6]([O:8][CH3:9])=[O:7]. (3) Given the reactants [Br:1][C:2]1[NH:6][C:5]2[CH:7]=[CH:8][CH:9]=[CH:10][C:4]=2[N:3]=1.[CH2:11](Br)[CH:12]=[CH2:13].O1CCOCC1.[OH-].[Na+], predict the reaction product. The product is: [CH2:13]([N:3]1[C:4]2[CH:10]=[CH:9][CH:8]=[CH:7][C:5]=2[N:6]=[C:2]1[Br:1])[CH:12]=[CH2:11]. (4) Given the reactants [NH2:1][C:2]1[N:7]=[C:6]([CH2:8][O:9][C:10]2[N:15]=[CH:14][C:13]([NH:16][C:17]([C:19]3[C:20]([C:25]4[CH:30]=[CH:29][C:28]([C:31]([F:34])([F:33])[F:32])=[CH:27][CH:26]=4)=[CH:21][CH:22]=[CH:23][CH:24]=3)=[O:18])=[CH:12][CH:11]=2)[CH:5]=[CH:4][CH:3]=1.[C:35](OC(=O)C)(=[O:37])[CH3:36].O.C(=O)([O-])[O-].[K+].[K+], predict the reaction product. The product is: [C:35]([NH:1][C:2]1[N:7]=[C:6]([CH2:8][O:9][C:10]2[N:15]=[CH:14][C:13]([NH:16][C:17]([C:19]3[C:20]([C:25]4[CH:26]=[CH:27][C:28]([C:31]([F:33])([F:34])[F:32])=[CH:29][CH:30]=4)=[CH:21][CH:22]=[CH:23][CH:24]=3)=[O:18])=[CH:12][CH:11]=2)[CH:5]=[CH:4][CH:3]=1)(=[O:37])[CH3:36]. (5) Given the reactants [N:1]1[C:6]2[NH:7][CH:8]=[CH:9][C:5]=2[C:4]([C:10]2[CH:11]=[C:12]([C:15]([OH:17])=O)[O:13][CH:14]=2)=[N:3][CH:2]=1.C1CN([P+](ON2N=NC3C=CC=CC2=3)(N2CCCC2)N2CCCC2)CC1.F[P-](F)(F)(F)(F)F.CN1CCOCC1.[F:58][C:59]([F:67])([F:66])[CH2:60][NH:61][CH2:62][CH:63]1[CH2:65][CH2:64]1, predict the reaction product. The product is: [CH:63]1([CH2:62][N:61]([CH2:60][C:59]([F:67])([F:66])[F:58])[C:15]([C:12]2[O:13][CH:14]=[C:10]([C:4]3[C:5]4[CH:9]=[CH:8][NH:7][C:6]=4[N:1]=[CH:2][N:3]=3)[CH:11]=2)=[O:17])[CH2:65][CH2:64]1.